From a dataset of Full USPTO retrosynthesis dataset with 1.9M reactions from patents (1976-2016). Predict the reactants needed to synthesize the given product. (1) Given the product [Br:16][C:17]1[CH:22]=[CH:21][C:20]([C@@H:23]([NH:25][CH2:10][CH2:9][C:4]2([CH:1]([CH3:2])[CH3:3])[O:5][CH2:6][CH2:7][O:8]2)[CH3:24])=[CH:19][CH:18]=1, predict the reactants needed to synthesize it. The reactants are: [CH:1]([C:4]1([CH2:9][CH2:10]OS(C)(=O)=O)[O:8][CH2:7][CH2:6][O:5]1)([CH3:3])[CH3:2].[Br:16][C:17]1[CH:22]=[CH:21][C:20]([C@@H:23]([NH2:25])[CH3:24])=[CH:19][CH:18]=1.C([O-])([O-])=O.[K+].[K+]. (2) Given the product [CH:31]1[C:32]2[C:27](=[CH:33][C:3]3[C:4]([C:9]=2[C:2]2[CH:3]=[C:4]([C:9]4[N:10]=[C:11]([C:21]5[CH:22]=[CH:23][CH:24]=[CH:25][CH:26]=5)[N:12]=[C:13]([C:15]5[CH:16]=[CH:17][CH:18]=[CH:19][CH:20]=5)[N:14]=4)[CH:5]=[C:6]([C:49]4[CH:50]=[CH:51][C:46]([C:41]5[CH:42]=[CH:43][CH:44]=[CH:45][N:40]=5)=[CH:47][CH:48]=4)[CH:7]=2)=[CH:5][CH:6]=[CH:7][CH:2]=3)[CH:28]=[CH:29][CH:30]=1, predict the reactants needed to synthesize it. The reactants are: Br[C:2]1[CH:3]=[C:4]([C:9]2[N:14]=[C:13]([C:15]3[CH:20]=[CH:19][CH:18]=[CH:17][CH:16]=3)[N:12]=[C:11]([C:21]3[CH:26]=[CH:25][CH:24]=[CH:23][CH:22]=3)[N:10]=2)[CH:5]=[C:6](Br)[CH:7]=1.[C:27]1([CH3:33])[CH:32]=[CH:31][CH:30]=[CH:29][CH:28]=1.C([O-])([O-])=O.[K+].[K+].[N:40]1[CH:45]=[CH:44][CH:43]=[CH:42][C:41]=1[C:46]1[CH:51]=[CH:50][C:49](B(O)O)=[CH:48][CH:47]=1. (3) Given the product [F:1][C:2]1[N:7]=[CH:6][C:5]([C:8]2[S:12][C:11]([S:13]([NH2:19])(=[O:15])=[O:14])=[CH:10][C:9]=2[CH3:17])=[CH:4][CH:3]=1, predict the reactants needed to synthesize it. The reactants are: [F:1][C:2]1[N:7]=[CH:6][C:5]([C:8]2[S:12][C:11]([S:13](Cl)(=[O:15])=[O:14])=[CH:10][C:9]=2[CH3:17])=[CH:4][CH:3]=1.[OH-].[NH4+:19]. (4) Given the product [CH2:33]([NH:35][C:36]([C@@H:38]1[CH2:43][CH2:42][C@H:41]([N:44]2[C:48]3[CH:49]=[C:50]([CH2:53][N:54]4[CH2:59][CH2:58][CH2:57][CH2:56][CH2:55]4)[CH:51]=[CH:52][C:47]=3[N:46]=[C:45]2[NH:60][C:61](=[O:69])[C:62]2[CH:63]=[CH:64][CH:65]=[CH:66][CH:67]=2)[CH2:40][CH2:39]1)=[O:37])[CH3:34], predict the reactants needed to synthesize it. The reactants are: NC1N([C@@H]2CC[C@H](C(OC)=O)CC2)C2C=C(CO[Si](C(C)C)(C(C)C)C(C)C)C=CC=2N=1.[CH2:33]([NH:35][C:36]([C@@H:38]1[CH2:43][CH2:42][C@H:41]([N:44]2[C:48]3[CH:49]=[C:50]([CH2:53][N:54]4[CH2:59][CH2:58][CH2:57][CH2:56][CH2:55]4)[CH:51]=[CH:52][C:47]=3[NH:46]/[C:45]/2=[N:60]\[C:61](=[O:69])[C:62]2[CH:67]=[CH:66][C:65](F)=[CH:64][CH:63]=2)[CH2:40][CH2:39]1)=[O:37])[CH3:34]. (5) The reactants are: [Cl:1][C:2]1[CH:7]=[C:6]([C:8]([C:10](F)(F)F)=C)[CH:5]=[C:4]([C:14]([F:17])([F:16])[F:15])[CH:3]=1.[Br:18][C:19]1[CH:24]=[CH:23][C:22]([CH:25]=[N:26][OH:27])=[CH:21][C:20]=1[CH2:28][C:29]([F:32])([F:31])[F:30]. Given the product [Br:18][C:19]1[CH:24]=[CH:23][C:22]([C:25]2[CH2:10][CH:8]([C:6]3[CH:5]=[C:4]([C:14]([F:15])([F:16])[F:17])[CH:3]=[C:2]([Cl:1])[CH:7]=3)[O:27][N:26]=2)=[CH:21][C:20]=1[CH2:28][C:29]([F:30])([F:31])[F:32], predict the reactants needed to synthesize it.